This data is from Full USPTO retrosynthesis dataset with 1.9M reactions from patents (1976-2016). The task is: Predict the reactants needed to synthesize the given product. (1) Given the product [C:1]([O:5][C:6](=[O:7])[NH:8][C:9]1[CH:10]=[CH:11][N:12]=[CH:13][C:14]=1[C:15]([NH:21][CH3:20])=[O:17])([CH3:2])([CH3:3])[CH3:4], predict the reactants needed to synthesize it. The reactants are: [C:1]([O:5][C:6]([NH:8][C:9]1[C:14]([C:15]([OH:17])=O)=[CH:13][N:12]=[CH:11][CH:10]=1)=[O:7])([CH3:4])([CH3:3])[CH3:2].C(C1NC=CN=1)([C:20]1[NH:21]C=CN=1)=O.CN.C(Cl)Cl. (2) Given the product [Cl:1][C:2]1[CH:7]=[CH:6][CH:5]=[CH:4][C:3]=1[NH:8][C:9]([C:11]1[CH:15]=[CH:14][N:13]([S:24]([CH2:16][CH2:17][CH2:18][CH2:19][CH2:20][CH2:21][CH2:22][CH3:23])(=[O:26])=[O:25])[N:12]=1)=[O:10], predict the reactants needed to synthesize it. The reactants are: [Cl:1][C:2]1[CH:7]=[CH:6][CH:5]=[CH:4][C:3]=1[NH:8][C:9]([C:11]1[CH:15]=[CH:14][NH:13][N:12]=1)=[O:10].[CH2:16]([S:24](Cl)(=[O:26])=[O:25])[CH2:17][CH2:18][CH2:19][CH2:20][CH2:21][CH2:22][CH3:23]. (3) Given the product [Cl:1][C:2]1[CH:7]=[C:6]([S:8][C:9]2[CH:10]=[CH:11][C:12]([F:15])=[CH:13][CH:14]=2)[CH:5]=[CH:4][C:3]=1/[CH:16]=[CH:17]/[C:18]([N:49]1[CH2:50][CH2:51][N:46]([C:44]([C:41]2[CH:42]=[CH:43][O:39][CH:40]=2)=[O:45])[CH2:47][CH2:48]1)=[O:20], predict the reactants needed to synthesize it. The reactants are: [Cl:1][C:2]1[CH:7]=[C:6]([S:8][C:9]2[CH:14]=[CH:13][C:12]([F:15])=[CH:11][CH:10]=2)[CH:5]=[CH:4][C:3]=1/[CH:16]=[CH:17]/[C:18]([OH:20])=O.C1C=CC2N(O)N=NC=2C=1.O.CN1CCOCC1.[O:39]1[CH:43]=[CH:42][C:41]([C:44]([N:46]2[CH2:51][CH2:50][NH:49][CH2:48][CH2:47]2)=[O:45])=[CH:40]1.CCN=C=NCCCN(C)C. (4) Given the product [C:3]([O:2][CH3:1])(=[O:4])[C@@H:5]([C:7]1[CH:12]=[CH:11][CH:10]=[CH:9][CH:8]=1)[OH:6], predict the reactants needed to synthesize it. The reactants are: [CH3:1][O:2][C:3]([C:5]([C:7]1[CH:12]=[CH:11][CH:10]=[CH:9][CH:8]=1)=[O:6])=[O:4].C=C[C@@H]1[C@@H]2C[C@@H]([C@H](O)C3C4C(=CC=CC=4)N=CC=3)N(CC2)C1.[H][H]. (5) Given the product [C:15]([C:10]1[CH:11]=[CH:12][CH:13]=[CH:14][C:9]=1[NH:8][C:6]1[C:5]([Cl:18])=[CH:4][N:3]=[C:2]([NH:19][C:20]2[CH:32]=[CH:31][C:23]3[N:24]([CH3:30])[C:25](=[O:29])[CH2:26][CH2:27][CH2:28][C:22]=3[CH:21]=2)[N:7]=1)(=[O:17])[CH3:16], predict the reactants needed to synthesize it. The reactants are: Cl[C:2]1[N:7]=[C:6]([NH:8][C:9]2[CH:14]=[CH:13][CH:12]=[CH:11][C:10]=2[C:15](=[O:17])[CH3:16])[C:5]([Cl:18])=[CH:4][N:3]=1.[NH2:19][C:20]1[CH:32]=[CH:31][C:23]2[N:24]([CH3:30])[C:25](=[O:29])[CH2:26][CH2:27][CH2:28][C:22]=2[CH:21]=1.Cl. (6) The reactants are: Cl.[CH:2]1([CH2:5][O:6][C:7]2[CH:12]=[CH:11][C:10]([CH:13]([CH3:15])[CH3:14])=[CH:9][C:8]=2[C:16]2[C:17]3[NH:24][C:23]([CH3:25])=[C:22]([C:26]([NH:28][CH:29]4[CH2:34][CH2:33][NH:32][CH2:31][CH2:30]4)=[O:27])[C:18]=3[N:19]=[CH:20][N:21]=2)[CH2:4][CH2:3]1.C([O:38][C@@H:39]([CH3:43])[C:40](Cl)=[O:41])(=O)C. Given the product [CH:2]1([CH2:5][O:6][C:7]2[CH:12]=[CH:11][C:10]([CH:13]([CH3:15])[CH3:14])=[CH:9][C:8]=2[C:16]2[C:17]3[NH:24][C:23]([CH3:25])=[C:22]([C:26]([NH:28][CH:29]4[CH2:30][CH2:31][N:32]([C:40](=[O:41])[C@@H:39]([OH:38])[CH3:43])[CH2:33][CH2:34]4)=[O:27])[C:18]=3[N:19]=[CH:20][N:21]=2)[CH2:4][CH2:3]1, predict the reactants needed to synthesize it. (7) Given the product [C:28]([O:27][C:26]([N:8]1[C:9]2[C:5](=[CH:4][C:3]([F:2])=[CH:11][CH:10]=2)[CH:6]=[C:7]1[C:12]1[CH:13]=[N:14][CH:15]=[CH:16][CH:17]=1)=[O:32])([CH3:31])([CH3:30])[CH3:29], predict the reactants needed to synthesize it. The reactants are: Cl.[F:2][C:3]1[CH:4]=[C:5]2[C:9](=[CH:10][CH:11]=1)[NH:8][C:7]([C:12]1[CH:13]=[N:14][CH:15]=[CH:16][CH:17]=1)=[C:6]2C.C(N(CC)CC)C.[C:26](=O)([O:32]C(C)(C)C)[O:27][C:28]([CH3:31])([CH3:30])[CH3:29]. (8) Given the product [CH2:1]([O:3][CH2:4][C:5]([NH:7][C:8]([CH3:27])([CH3:28])[CH2:9][N:10]1[C:22]2[C:21]3[CH:20]=[CH:19][CH:18]=[CH:17][C:16]=3[N+:15]([O-:34])=[CH:14][C:13]=2[N:12]=[C:11]1[CH2:23][O:24][CH2:25][CH3:26])=[O:6])[CH3:2], predict the reactants needed to synthesize it. The reactants are: [CH2:1]([O:3][CH2:4][C:5]([NH:7][C:8]([CH3:28])([CH3:27])[CH2:9][N:10]1[C:22]2[C:21]3[CH:20]=[CH:19][CH:18]=[CH:17][C:16]=3[N:15]=[CH:14][C:13]=2[N:12]=[C:11]1[CH2:23][O:24][CH2:25][CH3:26])=[O:6])[CH3:2].ClC1C=C(C=CC=1)C(OO)=[O:34]. (9) Given the product [CH3:8][C:5]1[CH:6]=[CH:7][C:2]([C:59]#[N:60])=[C:3]([C:9]([N:11]2[CH2:16][CH2:15][CH2:14][C@@H:13]([CH3:17])[C@H:12]2[CH2:18][NH:19][C:20]2[CH:25]=[CH:24][C:23]([C:26]([F:28])([F:29])[F:27])=[CH:22][N:21]=2)=[O:10])[CH:4]=1, predict the reactants needed to synthesize it. The reactants are: Br[C:2]1[CH:7]=[CH:6][C:5]([CH3:8])=[CH:4][C:3]=1[C:9]([N:11]1[CH2:16][CH2:15][CH2:14][C@@H:13]([CH3:17])[C@H:12]1[CH2:18][NH:19][C:20]1[CH:25]=[CH:24][C:23]([C:26]([F:29])([F:28])[F:27])=[CH:22][N:21]=1)=[O:10].COC1C=CC=C(OC)C=1C1C=CC=CC=1P(C1CCCCC1)C1CCCCC1.[CH3:59][N:60](C=O)C. (10) The reactants are: [CH:1]([C:3]1[CH:17]=[CH:16][C:6]([O:7][C:8]2[CH:15]=[CH:14][C:11]([C:12]#[N:13])=[CH:10][CH:9]=2)=[CH:5][CH:4]=1)=[O:2].CS(C)=[O:20].C(=O)([O-])[O-].[K+].[K+].OO. Given the product [CH:1]([C:3]1[CH:17]=[CH:16][C:6]([O:7][C:8]2[CH:15]=[CH:14][C:11]([C:12]([NH2:13])=[O:20])=[CH:10][CH:9]=2)=[CH:5][CH:4]=1)=[O:2], predict the reactants needed to synthesize it.